This data is from Full USPTO retrosynthesis dataset with 1.9M reactions from patents (1976-2016). The task is: Predict the reactants needed to synthesize the given product. (1) Given the product [CH3:18][O:19][CH2:20][CH2:21][N:22]([CH3:30])[C:23]1[N:24]=[CH:25][C:26]([NH:29][C:12]([C:10]2[N:11]=[C:7]([CH:1]3[CH2:2][CH2:3][CH2:4][CH2:5][CH2:6]3)[O:8][C:9]=2[CH2:15][CH2:16][CH3:17])=[O:14])=[CH:27][CH:28]=1, predict the reactants needed to synthesize it. The reactants are: [CH:1]1([C:7]2[O:8][C:9]([CH2:15][CH2:16][CH3:17])=[C:10]([C:12]([OH:14])=O)[N:11]=2)[CH2:6][CH2:5][CH2:4][CH2:3][CH2:2]1.[CH3:18][O:19][CH2:20][CH2:21][N:22]([CH3:30])[C:23]1[CH:28]=[CH:27][C:26]([NH2:29])=[CH:25][N:24]=1. (2) Given the product [CH:1]([C:4]1[CH:5]=[C:6]([NH:10][C:11]([C:13]2[CH:14]=[C:15]([N:19]3[CH2:28][C:27]4[CH:26]=[N:25][CH:24]=[C:23]([C:29]([NH:52][CH2:51][C:50]([O:49][CH3:48])=[O:53])=[O:31])[C:22]=4[CH2:21][CH2:20]3)[CH:16]=[CH:17][CH:18]=2)=[O:12])[CH:7]=[CH:8][CH:9]=1)([CH3:2])[CH3:3], predict the reactants needed to synthesize it. The reactants are: [CH:1]([C:4]1[CH:5]=[C:6]([NH:10][C:11]([C:13]2[CH:14]=[C:15]([N:19]3[CH2:28][C:27]4[CH:26]=[N:25][CH:24]=[C:23]([C:29]([OH:31])=O)[C:22]=4[CH2:21][CH2:20]3)[CH:16]=[CH:17][CH:18]=2)=[O:12])[CH:7]=[CH:8][CH:9]=1)([CH3:3])[CH3:2].C(N(CC)C(C)C)(C)C.CCCP(=O)=O.Cl.[CH3:48][O:49][C:50](=[O:53])[CH2:51][NH2:52]. (3) Given the product [C:18]([C:21]1[C:26]([NH:27][C:15]([C:13]2[CH:12]=[CH:11][CH:10]=[C:9]([CH:6]([CH3:7])[CH3:8])[N:14]=2)=[O:17])=[C:25]([CH3:28])[C:24]([O:29][CH3:30])=[CH:23][CH:22]=1)(=[O:20])[CH3:19], predict the reactants needed to synthesize it. The reactants are: O=P(Cl)(Cl)Cl.[CH:6]([C:9]1[N:14]=[C:13]([C:15]([OH:17])=O)[CH:12]=[CH:11][CH:10]=1)([CH3:8])[CH3:7].[C:18]([C:21]1[C:26]([NH2:27])=[C:25]([CH3:28])[C:24]([O:29][CH3:30])=[CH:23][CH:22]=1)(=[O:20])[CH3:19].C(=O)(O)[O-].[Na+].